From a dataset of Retrosynthesis with 50K atom-mapped reactions and 10 reaction types from USPTO. Predict the reactants needed to synthesize the given product. (1) Given the product O=C(c1ccccc1)c1ccc(OCC(F)(F)C(F)(F)C(F)(F)C(F)(F)C(F)(F)C(F)(F)C(F)(F)C(F)(F)COc2ccc([N+](=O)[O-])cc2[N+](=O)[O-])cc1, predict the reactants needed to synthesize it. The reactants are: O=C(c1ccccc1)c1ccc(OCC(F)(F)C(F)(F)C(F)(F)C(F)(F)C(F)(F)C(F)(F)C(F)(F)C(F)(F)CO)cc1.O=[N+]([O-])c1ccc(Cl)c([N+](=O)[O-])c1. (2) Given the product CCOCc1c(Br)n(COCC[Si](C)(C)C)c2cn[nH]c(=O)c12, predict the reactants needed to synthesize it. The reactants are: CC[O-].C[Si](C)(C)CCOCn1c(Br)c(CBr)c2c(=O)[nH]ncc21. (3) Given the product O=C(c1ccc(I)cc1)N1CCN(c2ncc(C3CC3)cc2C2CC2)CC1, predict the reactants needed to synthesize it. The reactants are: O=C(Cl)c1ccc(I)cc1.c1nc(N2CCNCC2)c(C2CC2)cc1C1CC1. (4) Given the product O=Cc1ccc(NCc2ccc(Cl)cc2)nc1, predict the reactants needed to synthesize it. The reactants are: CN(C)C=O.Clc1ccc(CNc2ccc(Br)cn2)cc1.